From a dataset of Acute oral toxicity (LD50) regression data from Zhu et al.. Regression/Classification. Given a drug SMILES string, predict its toxicity properties. Task type varies by dataset: regression for continuous values (e.g., LD50, hERG inhibition percentage) or binary classification for toxic/non-toxic outcomes (e.g., AMES mutagenicity, cardiotoxicity, hepatotoxicity). Dataset: ld50_zhu. (1) The drug is CC(C)CNC(=O)NS(=O)(=O)c1ccc(Cl)cc1. The rat oral LD50 is 2.42, given as -log10 of the dose in mol/kg body weight (higher means more acutely toxic). (2) The molecule is CCc1ccccc1C=CC(O)=S. The rat oral LD50 is 2.33, given as -log10 of the dose in mol/kg body weight (higher means more acutely toxic).